Dataset: Catalyst prediction with 721,799 reactions and 888 catalyst types from USPTO. Task: Predict which catalyst facilitates the given reaction. (1) Reactant: [Cl:1][C:2]1[C:3]([C:27]2[C:35]3[C:30](=[CH:31][CH:32]=[CH:33][CH:34]=3)[N:29](S(C3C=CC=CC=3)(=O)=O)[CH:28]=2)=[N:4][C:5]([NH:8][C:9]2[CH:10]=[C:11]([NH:15][C:16](=[O:26])[CH2:17][NH:18][C:19](=[O:25])[O:20][C:21]([CH3:24])([CH3:23])[CH3:22])[CH:12]=[CH:13][CH:14]=2)=[N:6][CH:7]=1.[OH-].[Na+].[NH4+].[Cl-]. Product: [Cl:1][C:2]1[C:3]([C:27]2[C:35]3[C:30](=[CH:31][CH:32]=[CH:33][CH:34]=3)[NH:29][CH:28]=2)=[N:4][C:5]([NH:8][C:9]2[CH:10]=[C:11]([NH:15][C:16](=[O:26])[CH2:17][NH:18][C:19](=[O:25])[O:20][C:21]([CH3:24])([CH3:23])[CH3:22])[CH:12]=[CH:13][CH:14]=2)=[N:6][CH:7]=1. The catalyst class is: 258. (2) Reactant: [CH2:1]=[O:2].[OH-].[Na+].[CH:5]1([CH:11]=[O:12])[CH2:10][CH2:9][CH:8]=[CH:7][CH2:6]1. Product: [OH:12][CH2:11][C:5]1([CH2:1][OH:2])[CH2:10][CH2:9][CH:8]=[CH:7][CH2:6]1. The catalyst class is: 6. (3) Reactant: Cl.[NH2:2][C@@H:3]1[C:17](=[O:18])[N:16]2[CH2:19][C@H:20]([O:22][C:23]3[C:32]4[C:27](=[C:28](Cl)[C:29]([O:33][CH3:34])=[CH:30][CH:31]=4)[N:26]=[C:25]([C:36]4[S:37][CH:38]=[C:39]([CH:41]5[CH2:43][CH2:42]5)[N:40]=4)[CH:24]=3)[CH2:21][C@H:15]2[C:14](=[O:44])[NH:13][C@:12]2([C:46]([NH:48][S:49]([CH:52]3[CH2:54][CH2:53]3)(=[O:51])=[O:50])=[O:47])[CH2:45][C@H:11]2[CH:10]=[CH:9][CH2:8][CH2:7][CH2:6][CH2:5][CH2:4]1.[CH:55](N(C(C)C)CC)(C)C.[CH:64]([N:67]([CH:71]([CH3:73])[CH3:72])[C:68](Cl)=[O:69])([CH3:66])[CH3:65]. Product: [CH3:65][CH:64]([N:67]([CH:71]([CH3:73])[CH3:72])[C:68]([NH:2][C@@H:3]1[C:17](=[O:18])[N:16]2[CH2:19][C@H:20]([O:22][C:23]3[C:32]4[C:27](=[C:28]([CH3:55])[C:29]([O:33][CH3:34])=[CH:30][CH:31]=4)[N:26]=[C:25]([C:36]4[S:37][CH:38]=[C:39]([CH:41]5[CH2:43][CH2:42]5)[N:40]=4)[CH:24]=3)[CH2:21][C@H:15]2[C:14](=[O:44])[NH:13][C@:12]2([C:46]([NH:48][S:49]([CH:52]3[CH2:54][CH2:53]3)(=[O:51])=[O:50])=[O:47])[CH2:45][C@H:11]2[CH:10]=[CH:9][CH2:8][CH2:7][CH2:6][CH2:5][CH2:4]1)=[O:69])[CH3:66]. The catalyst class is: 630. (4) Reactant: [CH:1]([C:3]1[CH:10]=[CH:9][CH:8]=[CH:7][C:4]=1[C:5]#[N:6])=O.[C:11]([CH:16]=P(C1C=CC=CC=1)(C1C=CC=CC=1)C1C=CC=CC=1)([O:13][CH2:14][CH3:15])=[O:12]. Product: [C:5]([C:4]1[CH:7]=[CH:8][CH:9]=[CH:10][C:3]=1/[CH:1]=[CH:16]/[C:11]([O:13][CH2:14][CH3:15])=[O:12])#[N:6]. The catalyst class is: 11. (5) Reactant: [F:1][C:2]([F:9])([F:8])[CH2:3][S:4](Cl)(=[O:6])=[O:5].[CH3:10][O:11][CH:12]([O:29][CH3:30])[C:13]1[CH:17]=[C:16]([C:18]2[CH:19]=[C:20]([C:24]([NH2:27])([CH3:26])[CH3:25])[CH:21]=[CH:22][CH:23]=2)[N:15]([CH3:28])[N:14]=1.CCN(CC)CC. Product: [CH3:30][O:29][CH:12]([O:11][CH3:10])[C:13]1[CH:17]=[C:16]([C:18]2[CH:19]=[C:20]([C:24]([NH:27][S:4]([CH2:3][C:2]([F:9])([F:8])[F:1])(=[O:6])=[O:5])([CH3:26])[CH3:25])[CH:21]=[CH:22][CH:23]=2)[N:15]([CH3:28])[N:14]=1. The catalyst class is: 2. (6) Product: [C:1]([O:5][C:6](=[O:7])[NH:8][CH:9]([CH:28]1[CH2:29][CH2:30][CH2:31][CH2:32][CH2:33]1)[C:10]([N:12]1[CH2:13][CH2:14][CH:15]2[N:16]([C:23]([CH:25]3[CH2:27][CH2:26]3)=[O:24])[CH2:17][CH:18]([C:20](=[O:22])[NH:44][CH:42]3[C:41]4[C:40](=[CH:48][CH:49]=[CH:34][CH:35]=4)[CH2:39][CH2:38][CH2:43]3)[CH:19]12)=[O:11])([CH3:2])([CH3:4])[CH3:3]. The catalyst class is: 2. Reactant: [C:1]([O:5][C:6]([NH:8][CH:9]([CH:28]1[CH2:33][CH2:32][CH2:31][CH2:30][CH2:29]1)[C:10]([N:12]1[CH:19]2[CH:15]([N:16]([C:23]([CH:25]3[CH2:27][CH2:26]3)=[O:24])[CH2:17][CH:18]2[C:20]([OH:22])=O)[CH2:14][CH2:13]1)=[O:11])=[O:7])([CH3:4])([CH3:3])[CH3:2].[CH2:34](Cl)[CH2:35]Cl.[CH:38]1[CH:39]=[CH:40][C:41]2N(O)N=[N:44][C:42]=2[CH:43]=1.[CH3:48][CH2:49]N(C(C)C)C(C)C. (7) Reactant: [CH2:1]([O:3][C:4](=[O:20])[CH2:5][N:6]=C(C1C=CC=CC=1)C1C=CC=CC=1)[CH3:2].CC(C)([O-])C.[K+].[Cl:27][CH2:28][C:29]1[C:33]([CH2:34]Cl)=[CH:32][S:31][CH:30]=1.Cl. Product: [ClH:27].[CH2:1]([O:3][C:4]([C:5]1([NH2:6])[CH2:34][C:33]2=[CH:32][S:31][CH:30]=[C:29]2[CH2:28]1)=[O:20])[CH3:2]. The catalyst class is: 3. (8) Reactant: [Cl:1][C:2]1[C:7]([C:8]#[N:9])=[CH:6][C:5]([F:10])=[C:4](Cl)[N:3]=1.C(=O)([O-])[O-].[K+].[K+].Cl.[NH2:19][C@H:20]([CH3:33])[CH2:21][N:22]1[C:30](=[O:31])[C:29]2[C:24](=[CH:25][CH:26]=[CH:27][CH:28]=2)[C:23]1=[O:32].C(=O)([O-])O.[Na+]. Product: [Cl:1][C:2]1[N:3]=[C:4]([NH:19][C@H:20]([CH3:33])[CH2:21][N:22]2[C:23](=[O:32])[C:24]3[C:29](=[CH:28][CH:27]=[CH:26][CH:25]=3)[C:30]2=[O:31])[C:5]([F:10])=[CH:6][C:7]=1[C:8]#[N:9]. The catalyst class is: 3. (9) Reactant: [CH:1]1[C:10]2[C:5](=[CH:6][CH:7]=[CH:8][CH:9]=2)[CH:4]=[CH:3][C:2]=1[S:11]([CH2:14][CH2:15][CH2:16][C:17]([OH:19])=O)(=[O:13])=[O:12].[N:20]1([CH2:26][C:27]2[CH:28]=[C:29]3[C:34](=[CH:35][CH:36]=2)[C@H:33]([NH2:37])[CH2:32][CH2:31][CH2:30]3)[CH2:25][CH2:24][CH2:23][CH2:22][CH2:21]1.C1C=CC2N(O)N=NC=2C=1.CCN=C=NCCCN(C)C. Product: [CH:1]1[C:10]2[C:5](=[CH:6][CH:7]=[CH:8][CH:9]=2)[CH:4]=[CH:3][C:2]=1[S:11]([CH2:14][CH2:15][CH2:16][C:17]([NH:37][C@H:33]1[C:34]2[C:29](=[CH:28][C:27]([CH2:26][N:20]3[CH2:25][CH2:24][CH2:23][CH2:22][CH2:21]3)=[CH:36][CH:35]=2)[CH2:30][CH2:31][CH2:32]1)=[O:19])(=[O:12])=[O:13]. The catalyst class is: 39.